This data is from Peptide-MHC class II binding affinity with 134,281 pairs from IEDB. The task is: Regression. Given a peptide amino acid sequence and an MHC pseudo amino acid sequence, predict their binding affinity value. This is MHC class II binding data. (1) The peptide sequence is EKKYFAATQFEPLAA. The MHC is HLA-DPA10201-DPB10501 with pseudo-sequence HLA-DPA10201-DPB10501. The binding affinity (normalized) is 0.787. (2) The peptide sequence is ILRQLLTGGVKKGRPSLKLQ. The MHC is DRB1_0701 with pseudo-sequence DRB1_0701. The binding affinity (normalized) is 0.234. (3) The peptide sequence is SQDLELSWNANGLQAY. The MHC is DRB1_0802 with pseudo-sequence DRB1_0802. The binding affinity (normalized) is 0.175. (4) The peptide sequence is HGLDVKFHTQAFSAH. The MHC is HLA-DQA10201-DQB10301 with pseudo-sequence HLA-DQA10201-DQB10301. The binding affinity (normalized) is 0.438. (5) The peptide sequence is VGDDSGGFSTTVSTE. The MHC is HLA-DQA10301-DQB10302 with pseudo-sequence HLA-DQA10301-DQB10302. The binding affinity (normalized) is 0.359. (6) The peptide sequence is PQPFRPQQPYPQPQPQYSQP. The MHC is DRB4_0101 with pseudo-sequence DRB4_0103. The binding affinity (normalized) is 0.861.